From a dataset of Catalyst prediction with 721,799 reactions and 888 catalyst types from USPTO. Predict which catalyst facilitates the given reaction. Reactant: [NH2:1][CH2:2][C:3]1[CH:8]=[CH:7][O:6][CH2:5][CH:4]=1.F[C:10]1[CH:15]=[CH:14][C:13]([N:16]([CH3:20])[C:17](=[O:19])[CH3:18])=[CH:12][C:11]=1[N+:21]([O-:23])=[O:22].C(=O)([O-])[O-].[Na+].[Na+]. Product: [CH3:20][N:16]([C:13]1[CH:14]=[CH:15][C:10]([NH:1][CH2:2][CH:3]2[CH2:4][CH2:5][O:6][CH2:7][CH2:8]2)=[C:11]([N+:21]([O-:23])=[O:22])[CH:12]=1)[C:17](=[O:19])[CH3:18]. The catalyst class is: 14.